Dataset: Peptide-MHC class II binding affinity with 134,281 pairs from IEDB. Task: Regression. Given a peptide amino acid sequence and an MHC pseudo amino acid sequence, predict their binding affinity value. This is MHC class II binding data. (1) The peptide sequence is DKLTGPFTVRYTTEG. The MHC is HLA-DQA10501-DQB10301 with pseudo-sequence HLA-DQA10501-DQB10301. The binding affinity (normalized) is 0.213. (2) The binding affinity (normalized) is 0.136. The peptide sequence is AIDRPAEARKVCYNA. The MHC is DRB1_1302 with pseudo-sequence DRB1_1302. (3) The peptide sequence is GSTYYADSVKGRFTI. The MHC is DRB1_1101 with pseudo-sequence DRB1_1101. The binding affinity (normalized) is 0.449. (4) The binding affinity (normalized) is 0.194. The peptide sequence is AFQGLFGGLNWITKV. The MHC is DRB1_0404 with pseudo-sequence DRB1_0404. (5) The peptide sequence is AKAIITPVVFYRSGT. The MHC is HLA-DQA10501-DQB10201 with pseudo-sequence HLA-DQA10501-DQB10201. The binding affinity (normalized) is 0.416. (6) The peptide sequence is FWRGENGRKTRSAYE. The MHC is DRB5_0101 with pseudo-sequence DRB5_0101. The binding affinity (normalized) is 0.398. (7) The peptide sequence is PEFSELFAAFPSFAG. The MHC is DRB1_0802 with pseudo-sequence DRB1_0802. The binding affinity (normalized) is 0.510.